Task: Regression/Classification. Given a drug SMILES string, predict its absorption, distribution, metabolism, or excretion properties. Task type varies by dataset: regression for continuous measurements (e.g., permeability, clearance, half-life) or binary classification for categorical outcomes (e.g., BBB penetration, CYP inhibition). Dataset: cyp1a2_veith.. Dataset: CYP1A2 inhibition data for predicting drug metabolism from PubChem BioAssay (1) The drug is O=C(Nc1cccc(F)c1)N1CCCC2(CCN(C(=O)c3ccco3)CC2)C1. The result is 1 (inhibitor). (2) The compound is CCCC(=O)Nc1nc2nc(-c3ccccc3)cc(-c3ccccc3)n2n1. The result is 1 (inhibitor). (3) The molecule is CCCC(=O)N1c2ccccc2C(N(C(C)=O)c2ccccc2)CC1C. The result is 0 (non-inhibitor). (4) The compound is O=C(c1ccc2c(c1)OCO2)N1CCCCC1. The result is 1 (inhibitor). (5) The compound is CCc1ccc(N2CC(C)Cn3c2nc2c3c(=O)n(CCN3CCOCC3)c(=O)n2C)cc1. The result is 0 (non-inhibitor). (6) The compound is COc1ccc(NC(=O)OC(C)C)cc1. The result is 1 (inhibitor).